Dataset: Full USPTO retrosynthesis dataset with 1.9M reactions from patents (1976-2016). Task: Predict the reactants needed to synthesize the given product. (1) Given the product [CH2:1]([O:8][C:9]1[CH:14]=[CH:13][C:12]([C:15]2[N:16]([CH2:21][CH2:22][C:23]3[CH:28]=[CH:27][C:26]([O:29][CH2:42][CH2:41][CH2:40][CH2:39][CH2:38][CH2:37][CH2:36][CH2:35][CH2:34][CH2:33][CH2:32][CH3:31])=[CH:25][CH:24]=3)[C:17]([CH3:20])=[CH:18][CH:19]=2)=[CH:11][CH:10]=1)[C:2]1[CH:3]=[CH:4][CH:5]=[CH:6][CH:7]=1, predict the reactants needed to synthesize it. The reactants are: [CH2:1]([O:8][C:9]1[CH:14]=[CH:13][C:12]([C:15]2[N:16]([CH2:21][CH2:22][C:23]3[CH:28]=[CH:27][C:26]([OH:29])=[CH:25][CH:24]=3)[C:17]([CH3:20])=[CH:18][CH:19]=2)=[CH:11][CH:10]=1)[C:2]1[CH:7]=[CH:6][CH:5]=[CH:4][CH:3]=1.Br[CH2:31][CH2:32][CH2:33][CH2:34][CH2:35][CH2:36][CH2:37][CH2:38][CH2:39][CH2:40][CH2:41][CH3:42].C(=O)([O-])[O-].[K+].[K+].O. (2) Given the product [Cl:1][C:2]1[CH:3]=[C:4]([CH:34]=[CH:35][C:36]=1[OH:37])[C:5]([NH:7][C:8]1[CH:26]=[CH:25][C:24]([O:27][C:28]2[CH:29]=[CH:30][CH:31]=[CH:32][CH:33]=2)=[CH:23][C:9]=1[C:10]([NH:12][CH2:13][CH2:14][C:15]1[CH:20]=[CH:19][CH:18]=[CH:17][C:16]=1[O:21][CH3:22])=[O:11])=[O:6], predict the reactants needed to synthesize it. The reactants are: [Cl:1][C:2]1[CH:3]=[C:4]([CH:34]=[CH:35][C:36]=1[O:37]CC1C=CC(OC)=C(OC)C=1)[C:5]([NH:7][C:8]1[CH:26]=[CH:25][C:24]([O:27][C:28]2[CH:33]=[CH:32][CH:31]=[CH:30][CH:29]=2)=[CH:23][C:9]=1[C:10]([NH:12][CH2:13][CH2:14][C:15]1[CH:20]=[CH:19][CH:18]=[CH:17][C:16]=1[O:21][CH3:22])=[O:11])=[O:6].C(O)(C(F)(F)F)=O.CCOC(C)=O.